Dataset: Catalyst prediction with 721,799 reactions and 888 catalyst types from USPTO. Task: Predict which catalyst facilitates the given reaction. (1) Reactant: ClC1N=C(/C=C(/C2C=C(NS(C3C(F)=CC=CC=3F)(=O)=O)C=CC=2)\O)C=CN=1.[NH2:29][C:30]1[CH:31]=[C:32]([CH:37]=[CH:38][CH:39]=1)[C:33]([O:35][CH3:36])=[O:34].[F:40][C:41]1[CH:46]=[CH:45][C:44]([F:47])=[CH:43][C:42]=1[S:48](Cl)(=[O:50])=[O:49]. Product: [F:40][C:41]1[CH:46]=[CH:45][C:44]([F:47])=[CH:43][C:42]=1[S:48]([NH:29][C:30]1[CH:31]=[C:32]([CH:37]=[CH:38][CH:39]=1)[C:33]([O:35][CH3:36])=[O:34])(=[O:50])=[O:49]. The catalyst class is: 2. (2) Reactant: [O:1]1[CH2:6][CH2:5][CH2:4][CH2:3][CH:2]1[N:7]1[CH:11]=[CH:10][C:9]([C:12]([F:15])([F:14])[F:13])=[N:8]1.[Li]CCCC.[CH2:21]([Sn:25](Cl)([CH2:30][CH2:31][CH2:32][CH3:33])[CH2:26][CH2:27][CH2:28][CH3:29])[CH2:22][CH2:23][CH3:24]. Product: [O:1]1[CH2:6][CH2:5][CH2:4][CH2:3][CH:2]1[N:7]1[C:11]([Sn:25]([CH2:26][CH2:27][CH2:28][CH3:29])([CH2:30][CH2:31][CH2:32][CH3:33])[CH2:21][CH2:22][CH2:23][CH3:24])=[CH:10][C:9]([C:12]([F:15])([F:13])[F:14])=[N:8]1. The catalyst class is: 56. (3) Product: [NH:7]1[C:8]2[C:4](=[CH:3][C:2]([NH:1][C:20]([NH2:19])=[S:21])=[CH:10][CH:9]=2)[CH:5]=[CH:6]1. Reactant: [NH2:1][C:2]1[CH:3]=[C:4]2[C:8](=[CH:9][CH:10]=1)[NH:7][CH:6]=[CH:5]2.C([N:19]=[C:20]=[S:21])(=O)C1C=CC=CC=1. The catalyst class is: 21. (4) Reactant: [CH2:1]([O:8][CH:9]1[CH2:12][CH:11](C(O)=O)[CH2:10]1)[C:2]1[CH:7]=[CH:6][CH:5]=[CH:4][CH:3]=1.C([N:18]([CH2:21]C)CC)C.P(=O)(O)(O)[OH:24].[C:28]([OH:32])([CH3:31])([CH3:30])[CH3:29]. Product: [CH2:1]([O:8][CH:9]1[CH2:10][CH:11]([NH:18][C:21](=[O:24])[O:32][C:28]([CH3:31])([CH3:30])[CH3:29])[CH2:12]1)[C:2]1[CH:3]=[CH:4][CH:5]=[CH:6][CH:7]=1. The catalyst class is: 4.